From a dataset of Forward reaction prediction with 1.9M reactions from USPTO patents (1976-2016). Predict the product of the given reaction. (1) Given the reactants [NH2:1][C:2]1[N:7]=[C:6]([N:8]2[C@H:13]([CH3:14])[CH2:12][O:11][C@H:10]([CH2:15][NH:16][C:17](=[O:22])[C:18]([CH3:21])([CH3:20])[CH3:19])[CH2:9]2)[CH:5]=[C:4]([C:23]2[CH:28]=[CH:27][C:26]([C:29]#[N:30])=[C:25](F)[CH:24]=2)[N:3]=1.O.[NH2:33][NH2:34], predict the reaction product. The product is: [NH2:1][C:2]1[N:7]=[C:6]([N:8]2[C@H:13]([CH3:14])[CH2:12][O:11][C@H:10]([CH2:15][NH:16][C:17](=[O:22])[C:18]([CH3:21])([CH3:20])[CH3:19])[CH2:9]2)[CH:5]=[C:4]([C:23]2[CH:24]=[C:25]3[C:26]([C:29]([NH2:30])=[N:33][NH:34]3)=[CH:27][CH:28]=2)[N:3]=1. (2) The product is: [Cl:12][C:3]1[CH:4]=[C:5]([CH:10]=[CH:11][C:2]=1[NH:1][NH2:13])[C:6]([O:8][CH3:9])=[O:7]. Given the reactants [NH2:1][C:2]1[CH:11]=[CH:10][C:5]([C:6]([O:8][CH3:9])=[O:7])=[CH:4][C:3]=1[Cl:12].[N:13]([O-])=O.[Na+].[Sn](Cl)Cl.[OH-].[Na+], predict the reaction product.